Dataset: Catalyst prediction with 721,799 reactions and 888 catalyst types from USPTO. Task: Predict which catalyst facilitates the given reaction. (1) Product: [O:64]1[CH2:65][CH2:66][CH2:67][CH2:68][CH:63]1[O:62][NH:61][C:28]([C:25]1[CH:24]=[N:23][C:22]([N:19]2[CH2:18][CH2:17][C:16]3[C:15]4[C:10](=[CH:11][CH:12]=[CH:13][CH:14]=4)[N:9]([CH2:8][CH2:7][N:1]4[CH2:2][CH2:3][O:4][CH2:5][CH2:6]4)[C:21]=3[CH2:20]2)=[N:27][CH:26]=1)=[O:29]. The catalyst class is: 2. Reactant: [N:1]1([CH2:7][CH2:8][N:9]2[C:21]3[CH2:20][N:19]([C:22]4[N:27]=[CH:26][C:25]([C:28](O)=[O:29])=[CH:24][N:23]=4)[CH2:18][CH2:17][C:16]=3[C:15]3[C:10]2=[CH:11][CH:12]=[CH:13][CH:14]=3)[CH2:6][CH2:5][O:4][CH2:3][CH2:2]1.CCN=C=NCCCN(C)C.C1C=CC2N(O)N=NC=2C=1.CCN(C(C)C)C(C)C.[NH2:61][O:62][CH:63]1[CH2:68][CH2:67][CH2:66][CH2:65][O:64]1. (2) Reactant: [CH3:1][C:2]1[CH:11]=[CH:10][C:9]([N:12]2[CH2:17][CH2:16][N:15]([CH3:18])[CH2:14][CH2:13]2)=[C:8]2[C:3]=1[CH2:4][CH2:5][C@@H:6]([NH:19][C:20](=[O:33])[C:21]1[CH:26]=[CH:25][C:24]([N:27]3[CH2:32][CH2:31][O:30][CH2:29][CH2:28]3)=[CH:23][CH:22]=1)[CH2:7]2.[ClH:34]. Product: [ClH:34].[CH3:1][C:2]1[CH:11]=[CH:10][C:9]([N:12]2[CH2:17][CH2:16][N:15]([CH3:18])[CH2:14][CH2:13]2)=[C:8]2[C:3]=1[CH2:4][CH2:5][C@@H:6]([NH:19][C:20](=[O:33])[C:21]1[CH:26]=[CH:25][C:24]([N:27]3[CH2:32][CH2:31][O:30][CH2:29][CH2:28]3)=[CH:23][CH:22]=1)[CH2:7]2. The catalyst class is: 305. (3) Reactant: [C:1]([C:3]1[CH:8]=[CH:7][C:6]([N:9]2[C:13]([CH3:14])=[C:12]([CH2:15][C:16]3[CH:24]=[CH:23][C:19]([C:20]([OH:22])=O)=[CH:18][CH:17]=3)[C:11]([CH3:25])=[N:10]2)=[CH:5][C:4]=1[C:26]([F:29])([F:28])[F:27])#[N:2].[NH2:30][CH2:31][CH2:32][OH:33].[Cl-].COC1N=C(OC)N=C([N+]2(C)CCOCC2)N=1.C(=O)([O-])O.[Na+]. Product: [C:1]([C:3]1[CH:8]=[CH:7][C:6]([N:9]2[C:13]([CH3:14])=[C:12]([CH2:15][C:16]3[CH:24]=[CH:23][C:19]([C:20]([NH:30][CH2:31][CH2:32][OH:33])=[O:22])=[CH:18][CH:17]=3)[C:11]([CH3:25])=[N:10]2)=[CH:5][C:4]=1[C:26]([F:28])([F:29])[F:27])#[N:2]. The catalyst class is: 3. (4) Reactant: [S:1]1[CH:5]=[CH:4][C:3]2[C:6]([N:10]3[CH2:15][CH2:14][N:13]([CH2:16][CH:17]([CH3:32])[CH2:18][CH2:19][O:20][C:21]4[CH:30]=[C:29]5[C:24]([CH2:25][CH2:26][C:27](=[O:31])[NH:28]5)=[CH:23][CH:22]=4)[CH2:12][CH2:11]3)=[CH:7][CH:8]=[CH:9][C:2]1=2.CC(CCOC1C=C2C(CCC(=O)N2)=CC=1)COS(C)(=O)=O.CO.[ClH:57]. Product: [ClH:57].[S:1]1[CH:5]=[CH:4][C:3]2[C:6]([N:10]3[CH2:11][CH2:12][N:13]([CH2:16][CH:17]([CH3:32])[CH2:18][CH2:19][O:20][C:21]4[CH:30]=[C:29]5[C:24]([CH2:25][CH2:26][C:27](=[O:31])[NH:28]5)=[CH:23][CH:22]=4)[CH2:14][CH2:15]3)=[CH:7][CH:8]=[CH:9][C:2]1=2. The catalyst class is: 5. (5) Reactant: Cl.Cl.[NH:3]1[CH2:8][CH2:7][C:6]([C:9]2[CH:14]=[CH:13][C:12]([C:15]3[CH2:19][CH:18]([CH2:20][NH:21][C:22]4[CH:26]=[CH:25][O:24][N:23]=4)[O:17][N:16]=3)=[CH:11][CH:10]=2)=[CH:5][CH2:4]1.C(N(CC)CC)C.CC1(C)[O:39][C@H:38]([C:40](Cl)=[O:41])[CH2:37][O:36]1. Product: [OH:39][C@@H:38]([CH2:40][OH:41])[C:37]([N:3]1[CH2:8][CH2:7][C:6]([C:9]2[CH:14]=[CH:13][C:12]([C:15]3[CH2:19][CH:18]([CH2:20][NH:21][C:22]4[CH:26]=[CH:25][O:24][N:23]=4)[O:17][N:16]=3)=[CH:11][CH:10]=2)=[CH:5][CH2:4]1)=[O:36]. The catalyst class is: 10.